Predict the product of the given reaction. From a dataset of Forward reaction prediction with 1.9M reactions from USPTO patents (1976-2016). (1) Given the reactants C(N(CC)CC)C.O.ON1C2C=CC=CC=2N=N1.Cl.CN(C)CCCN=C=NCC.[O:31]=[C:32]1[NH:37][N:36]=[C:35]([C:38]([OH:40])=O)[CH:34]=[CH:33]1.O[N:42]=[C:43]([C:45]1[CH:50]=[CH:49][C:48]([O:51][C:52]([F:55])([F:54])[F:53])=[CH:47][CH:46]=1)[NH2:44], predict the reaction product. The product is: [F:53][C:52]([F:54])([F:55])[O:51][C:48]1[CH:47]=[CH:46][C:45]([C:43]2[N:44]=[C:38]([C:35]3[CH:34]=[CH:33][C:32](=[O:31])[NH:37][N:36]=3)[O:40][N:42]=2)=[CH:50][CH:49]=1. (2) Given the reactants Cl[C:2]1[CH:3]=[CH:4][C:5]([O:8][C:9]2[CH:10]=[C:11]3[C:16](=[CH:17][CH:18]=2)[O:15][CH:14]([C:19]2[CH:24]=[CH:23][CH:22]=[CH:21][CH:20]=2)[CH2:13][CH2:12]3)=[N:6][CH:7]=1.[CH3:25][O:26][C:27](=[O:35])C1C=CC(Cl)=NC=1, predict the reaction product. The product is: [CH3:25][O:26][C:27](=[O:35])[C:2]1[CH:3]=[CH:4][C:5]([O:8][C:9]2[CH:10]=[C:11]3[C:16](=[CH:17][CH:18]=2)[O:15][CH:14]([C:19]2[CH:24]=[CH:23][CH:22]=[CH:21][CH:20]=2)[CH2:13][CH2:12]3)=[N:6][CH:7]=1. (3) Given the reactants [CH3:1][O:2][CH2:3][O:4][C:5]1[CH:10]=[C:9]([O:11][CH2:12][O:13][CH3:14])[CH:8]=[CH:7][C:6]=1[O:15][CH2:16][CH2:17][CH3:18].[Li][CH2:20]CCC.CI, predict the reaction product. The product is: [CH3:14][O:13][CH2:12][O:11][C:9]1[CH:8]=[CH:7][C:6]([O:15][CH2:16][CH2:17][CH3:18])=[C:5]([O:4][CH2:3][O:2][CH3:1])[C:10]=1[CH3:20]. (4) Given the reactants [Cl:1][C:2]1[CH:3]=[C:4]2[C:9](=[CH:10][CH:11]=1)[N:8]([CH2:12][C:13]([F:16])([F:15])[F:14])[C:7](=[O:17])[CH:6]=[C:5]2O.[H-].[Na+].FC(F)(F)S(N(C1C=CC=CC=1)S(C(F)(F)F)(=O)=O)(=O)=O.N1C2C(=CC=CC=2)C=CC1=O.[CH2:53]([O:55][C:56]([N:58]1[CH2:63][CH2:62][CH:61]([NH2:64])[CH2:60][CH2:59]1)=[O:57])[CH3:54], predict the reaction product. The product is: [CH2:53]([O:55][C:56]([N:58]1[CH2:59][CH2:60][CH:61]([NH:64][C:5]2[C:4]3[C:9](=[CH:10][CH:11]=[C:2]([Cl:1])[CH:3]=3)[N:8]([CH2:12][C:13]([F:16])([F:15])[F:14])[C:7](=[O:17])[CH:6]=2)[CH2:62][CH2:63]1)=[O:57])[CH3:54]. (5) The product is: [C:22]([N:1]1[C:5](=[O:6])[C:4](=[CH:11][C:10]2[CH:13]=[CH:14][C:15]([O:18][CH2:19][CH2:20][CH3:21])=[C:16]([CH3:17])[C:9]=2[CH3:8])[C:3](=[O:7])[NH:2]1)(=[O:24])[CH3:23]. Given the reactants [NH:1]1[C:5](=[O:6])[CH2:4][C:3](=[O:7])[NH:2]1.[CH3:8][C:9]1[C:16]([CH3:17])=[C:15]([O:18][CH2:19][CH2:20][CH3:21])[CH:14]=[CH:13][C:10]=1[CH:11]=O.[C:22](O)(=[O:24])[CH3:23], predict the reaction product. (6) Given the reactants [Br:1][C:2]1[C:3]([CH3:8])=[N:4][CH:5]=[CH:6][CH:7]=1.[Se](=O)=[O:10], predict the reaction product. The product is: [Br:1][C:2]1[C:3]([CH:8]=[O:10])=[N:4][CH:5]=[CH:6][CH:7]=1. (7) Given the reactants [C:1]([O:5][C:6]([N:8]1[C@@H:12]([CH3:13])[CH2:11][CH2:10][C@H:9]1[C:14]1[NH:15][C:16]([C:19]2[CH:24]=[C:23]3[CH2:25][O:26][C:27]4[CH:52]=[C:51]5[C:30]([CH2:31][CH2:32][C:33]6[N:37]=[C:36]([C@@H:38]7[CH2:42][CH2:41][C@H:40]([CH3:43])[N:39]7[C:44]([O:46][C:47]([CH3:50])([CH3:49])[CH3:48])=[O:45])[NH:35][C:34]=65)=[CH:29][C:28]=4[C:22]3=[CH:21][CH:20]=2)=[CH:17][N:18]=1)=[O:7])([CH3:4])([CH3:3])[CH3:2], predict the reaction product. The product is: [C:47]([O:46][C:44]([N:39]1[C@@H:40]([CH3:43])[CH2:41][CH2:42][C@H:38]1[C:36]1[NH:35][C:34]2[C:51]3[C:30]([CH:31]=[CH:32][C:33]=2[N:37]=1)=[CH:29][C:28]1[C:22]2[C:23]([CH2:25][O:26][C:27]=1[CH:52]=3)=[CH:24][C:19]([C:16]1[NH:15][C:14]([C@@H:9]3[CH2:10][CH2:11][C@H:12]([CH3:13])[N:8]3[C:6]([O:5][C:1]([CH3:3])([CH3:2])[CH3:4])=[O:7])=[N:18][CH:17]=1)=[CH:20][CH:21]=2)=[O:45])([CH3:50])([CH3:48])[CH3:49]. (8) Given the reactants Br[C:2]1[N:6]([CH3:7])[N:5]=[C:4]([CH3:8])[C:3]=1[C:9]1[C:14]([F:15])=[CH:13][CH:12]=[CH:11][C:10]=1[F:16].C([Li])CCC.[F:22][C:23]1[CH:30]=[C:29]([F:31])[CH:28]=[CH:27][C:24]=1[CH:25]=[O:26], predict the reaction product. The product is: [F:22][C:23]1[CH:30]=[C:29]([F:31])[CH:28]=[CH:27][C:24]=1[CH:25]([C:2]1[N:6]([CH3:7])[N:5]=[C:4]([CH3:8])[C:3]=1[C:9]1[C:14]([F:15])=[CH:13][CH:12]=[CH:11][C:10]=1[F:16])[OH:26]. (9) Given the reactants C[Si](C)(C)CCOC[N:7]1[C:15]2[N:14]=[CH:13][N:12]3[CH:16]=[N:17][C:18]([CH:19]4[CH2:24][CH2:23][N:22]([C:25]([O:27][CH2:28][C:29]5[CH:34]=[CH:33][CH:32]=[CH:31][CH:30]=5)=[O:26])[CH2:21][CH2:20]4)=[C:11]3[C:10]=2[CH:9]=[CH:8]1.C[Si](C)(C)CCOCN1C2N=CN3C=NC(C4CCCN(C(OCC5C=CC=CC=5)=O)C4)=C3C=2C=C1, predict the reaction product. The product is: [C:18]1([CH:19]2[CH2:24][CH2:23][N:22]([C:25]([O:27][CH2:28][C:29]3[CH:30]=[CH:31][CH:32]=[CH:33][CH:34]=3)=[O:26])[CH2:21][CH2:20]2)[N:17]=[CH:16][N:12]2[C:11]=1[C:10]1[CH:9]=[CH:8][NH:7][C:15]=1[N:14]=[CH:13]2.